From a dataset of Full USPTO retrosynthesis dataset with 1.9M reactions from patents (1976-2016). Predict the reactants needed to synthesize the given product. Given the product [Cl:1][C:2]1[CH:10]=[CH:9][C:5]([C:6]2[N:8]=[C:9]([OH:14])[CH:10]=[C:2]([C:3]([OH:12])=[O:16])[N:7]=2)=[C:4]([F:11])[C:3]=1[O:12][CH3:13], predict the reactants needed to synthesize it. The reactants are: [Cl:1][C:2]1[CH:10]=[CH:9][C:5]([C:6]([NH2:8])=[NH:7])=[C:4]([F:11])[C:3]=1[O:12][CH3:13].[OH-:14].[Na+].[OH2:16].